The task is: Predict which catalyst facilitates the given reaction.. This data is from Catalyst prediction with 721,799 reactions and 888 catalyst types from USPTO. (1) Reactant: [F:1][CH:2]([F:32])[C:3]1[CH:4]=[C:5]([N:9]2[C:14]3[CH2:15][CH2:16][C:17](=[O:18])[C:13]=3[CH:12]([C:19]3[CH:26]=[CH:25][C:22]([C:23]#[N:24])=[CH:21][C:20]=3[S:27]([CH3:30])(=[O:29])=[O:28])[NH:11][C:10]2=[O:31])[CH:6]=[CH:7][CH:8]=1.[C:33](=O)([O-])[O-].[Cs+].[Cs+]. Product: [F:32][CH:2]([F:1])[C:3]1[CH:4]=[C:5]([N:9]2[C:14]3[CH2:15][CH2:16][C:17](=[O:18])[C:13]=3[CH:12]([C:19]3[CH:26]=[CH:25][C:22]([C:23]#[N:24])=[CH:21][C:20]=3[S:27]([CH3:30])(=[O:29])=[O:28])[N:11]([CH3:33])[C:10]2=[O:31])[CH:6]=[CH:7][CH:8]=1. The catalyst class is: 9. (2) Product: [NH2:1][C:2]1[N:7]=[CH:6][C:5]([C:8]2[CH:9]=[C:10]([CH:19]=[CH:20][CH:21]=2)[C:11]([NH:13][CH2:14][CH2:15][N:16]([CH3:17])[CH3:18])=[O:12])=[CH:4][C:3]=1[Br:22]. Reactant: [NH2:1][C:2]1[N:7]=[CH:6][C:5]([C:8]2[CH:9]=[C:10]([CH:19]=[CH:20][CH:21]=2)[C:11]([NH:13][CH2:14][CH2:15][N:16]([CH3:18])[CH3:17])=[O:12])=[CH:4][CH:3]=1.[Br:22]Br.C(=O)(O)[O-].[Na+]. The catalyst class is: 15. (3) Reactant: [BH4-].[Na+].C([O:5][C:6]([CH:8]1[CH2:12][N:11]2[C:13]([C:23]3[S:31][C:30]4[CH:29]=[CH:28][N:27]=[CH:26][C:25]=4[CH:24]=3)=[C:14]([C:16]3[CH:21]=[CH:20][CH:19]=[C:18]([CH3:22])[N:17]=3)[N:15]=[C:10]2[N:9]1C(=O)C)=O)C. Product: [CH3:22][C:18]1[N:17]=[C:16]([C:14]2[N:15]=[C:10]3[NH:9][CH:8]([CH2:6][OH:5])[CH2:12][N:11]3[C:13]=2[C:23]2[S:31][C:30]3[CH:29]=[CH:28][N:27]=[CH:26][C:25]=3[CH:24]=2)[CH:21]=[CH:20][CH:19]=1. The catalyst class is: 271. (4) Reactant: [O-:1][C:2]#[N:3].[K+].[Cl:5][CH2:6][C:7]1([CH3:10])[CH2:9][O:8]1. Product: [Cl:5][CH2:6][C:7]1([CH3:10])[O:8][C:2](=[O:1])[NH:3][CH2:9]1. The catalyst class is: 6. (5) Reactant: [CH:1](=O)[C:2]1[CH:7]=[CH:6][CH:5]=[CH:4][CH:3]=1.[CH3:9][CH2:10]O[Si](OCC)(OCC)CCCN.[C:23]([CH2:25][C:26]([O:28]CC)=O)#[N:24]. Product: [C:2]1([CH:1]=[C:25]([C:26](=[O:28])[CH2:9][CH3:10])[C:23]#[N:24])[CH:7]=[CH:6][CH:5]=[CH:4][CH:3]=1. The catalyst class is: 9. (6) Reactant: [C:1]1([S:7][CH3:8])[CH:6]=[CH:5][CH:4]=[CH:3][CH:2]=1.[S:9]([O:14]C)([O:12][CH3:13])(=[O:11])=[O:10].[CH2:16](OCC)C. Product: [S:9]([O-:14])([O-:12])(=[O:11])=[O:10].[CH3:8][S+:7]([CH3:13])[C:1]1[CH:6]=[CH:5][CH:4]=[CH:3][CH:2]=1.[CH3:8][S+:7]([C:1]1[CH:6]=[CH:5][CH:4]=[CH:3][CH:2]=1)[CH3:16]. The catalyst class is: 6.